This data is from Full USPTO retrosynthesis dataset with 1.9M reactions from patents (1976-2016). The task is: Predict the reactants needed to synthesize the given product. The reactants are: [CH2:1]([N:8]1[CH2:12][CH2:11][C@H:10]([OH:13])[CH2:9]1)[C:2]1[CH:7]=[CH:6][CH:5]=[CH:4][CH:3]=1.N12CCN(CC1)CC2.[C:22]1([CH3:32])[CH:27]=[CH:26][C:25]([S:28](Cl)(=[O:30])=[O:29])=[CH:24][CH:23]=1. Given the product [CH2:1]([N:8]1[CH2:12][CH2:11][C@H:10]([O:13][S:28]([C:25]2[CH:26]=[CH:27][C:22]([CH3:32])=[CH:23][CH:24]=2)(=[O:30])=[O:29])[CH2:9]1)[C:2]1[CH:3]=[CH:4][CH:5]=[CH:6][CH:7]=1, predict the reactants needed to synthesize it.